From a dataset of Catalyst prediction with 721,799 reactions and 888 catalyst types from USPTO. Predict which catalyst facilitates the given reaction. (1) Product: [CH2:13]([O:15][C:16](=[O:20])[CH:17]([C:18]#[N:19])[C:2]1[CH:7]=[CH:6][C:5]([N+:8]([O-:10])=[O:9])=[CH:4][C:3]=1[O:11][CH3:12])[CH3:14]. The catalyst class is: 3. Reactant: Cl[C:2]1[CH:7]=[CH:6][C:5]([N+:8]([O-:10])=[O:9])=[CH:4][C:3]=1[O:11][CH3:12].[CH2:13]([O:15][C:16](=[O:20])[CH2:17][C:18]#[N:19])[CH3:14].C([O-])([O-])=O.[K+].[K+]. (2) Reactant: [F:1][C@H:2]1[CH2:19][C@@:17]2([CH3:18])[C@@H:13]([CH2:14][CH2:15][C:16]2=[O:20])[C@H:12]2[C@H:3]1[C:4]1[CH:5]=[CH:6][C:7]([OH:28])=[CH:8][C:9]=1[CH2:10][C@H:11]2[CH2:21][CH2:22][CH2:23][CH2:24][CH2:25][NH:26][CH3:27].[BH4-].[Na+]. Product: [F:1][C@H:2]1[CH2:19][C@@:17]2([CH3:18])[C@@H:13]([CH2:14][CH2:15][C@@H:16]2[OH:20])[C@H:12]2[C@H:3]1[C:4]1[CH:5]=[CH:6][C:7]([OH:28])=[CH:8][C:9]=1[CH2:10][C@H:11]2[CH2:21][CH2:22][CH2:23][CH2:24][CH2:25][NH:26][CH3:27]. The catalyst class is: 5. (3) Reactant: Br[CH:2]([CH2:10][C:11]1[CH:16]=[CH:15][CH:14]=[CH:13][CH:12]=1)[C:3](=O)[C:4]([O:6][CH2:7][CH3:8])=[O:5].[F:17][C:18]1[CH:26]=[CH:25][C:24]([F:27])=[CH:23][C:19]=1[C:20](=[S:22])[NH2:21]. Product: [CH2:10]([C:2]1[S:22][C:20]([C:19]2[CH:23]=[C:24]([F:27])[CH:25]=[CH:26][C:18]=2[F:17])=[N:21][C:3]=1[C:4]([O:6][CH2:7][CH3:8])=[O:5])[C:11]1[CH:16]=[CH:15][CH:14]=[CH:13][CH:12]=1. The catalyst class is: 5. (4) Reactant: S1(=O)(=O)[N:5]2[CH2:6][CH2:7][CH2:8][CH2:9][C@H:4]2[CH2:3][O:2]1.[Cl:12][C:13]1[CH:26]=[CH:25][C:16]([O:17][C:18]2[CH:23]=[CH:22][C:21](O)=[CH:20][CH:19]=2)=[CH:15][CH:14]=1.C(=O)([O-])[O-].[K+].[K+].OS(O)(=O)=O.[OH-].[Na+]. Product: [ClH:12].[Cl:12][C:13]1[CH:26]=[CH:25][C:16]([O:17][C:18]2[CH:23]=[CH:22][C:21]([O:2][CH2:3][C@@H:4]3[CH2:9][CH2:8][CH2:7][CH2:6][NH:5]3)=[CH:20][CH:19]=2)=[CH:15][CH:14]=1. The catalyst class is: 3.